From a dataset of NCI-60 drug combinations with 297,098 pairs across 59 cell lines. Regression. Given two drug SMILES strings and cell line genomic features, predict the synergy score measuring deviation from expected non-interaction effect. (1) Drug 1: CC1=C(C(CCC1)(C)C)C=CC(=CC=CC(=CC(=O)O)C)C. Drug 2: C(=O)(N)NO. Cell line: NCI/ADR-RES. Synergy scores: CSS=5.62, Synergy_ZIP=-0.500, Synergy_Bliss=2.93, Synergy_Loewe=0.837, Synergy_HSA=1.31. (2) Drug 1: CC1=C2C(C(=O)C3(C(CC4C(C3C(C(C2(C)C)(CC1OC(=O)C(C(C5=CC=CC=C5)NC(=O)OC(C)(C)C)O)O)OC(=O)C6=CC=CC=C6)(CO4)OC(=O)C)OC)C)OC. Drug 2: CC1=C2C(C(=O)C3(C(CC4C(C3C(C(C2(C)C)(CC1OC(=O)C(C(C5=CC=CC=C5)NC(=O)C6=CC=CC=C6)O)O)OC(=O)C7=CC=CC=C7)(CO4)OC(=O)C)O)C)OC(=O)C. Cell line: DU-145. Synergy scores: CSS=72.0, Synergy_ZIP=9.33, Synergy_Bliss=8.86, Synergy_Loewe=4.85, Synergy_HSA=12.2. (3) Drug 1: CS(=O)(=O)OCCCCOS(=O)(=O)C. Drug 2: N.N.Cl[Pt+2]Cl. Cell line: KM12. Synergy scores: CSS=23.1, Synergy_ZIP=-3.68, Synergy_Bliss=2.57, Synergy_Loewe=-4.82, Synergy_HSA=-0.965. (4) Drug 1: C1CC2CC3=C(CC1C24CN(S(=O)(=O)N4)CC(F)(F)F)C=CC(=C3)C=CCN5CCC(CC5)C(F)(F)F. Drug 2: CN1C(=O)N2C=NC(=C2N=N1)C(=O)N. Cell line: SW-620. Synergy scores: CSS=35.3, Synergy_ZIP=2.86, Synergy_Bliss=2.47, Synergy_Loewe=2.74, Synergy_HSA=3.82.